From a dataset of NCI-60 drug combinations with 297,098 pairs across 59 cell lines. Regression. Given two drug SMILES strings and cell line genomic features, predict the synergy score measuring deviation from expected non-interaction effect. (1) Drug 1: CC1=C(C=C(C=C1)C(=O)NC2=CC(=CC(=C2)C(F)(F)F)N3C=C(N=C3)C)NC4=NC=CC(=N4)C5=CN=CC=C5. Drug 2: CC(C)(C#N)C1=CC(=CC(=C1)CN2C=NC=N2)C(C)(C)C#N. Cell line: NCI/ADR-RES. Synergy scores: CSS=-1.02, Synergy_ZIP=0.0221, Synergy_Bliss=-4.08, Synergy_Loewe=-3.20, Synergy_HSA=-4.04. (2) Drug 1: CC1=C2C(C(=O)C3(C(CC4C(C3C(C(C2(C)C)(CC1OC(=O)C(C(C5=CC=CC=C5)NC(=O)OC(C)(C)C)O)O)OC(=O)C6=CC=CC=C6)(CO4)OC(=O)C)O)C)O. Drug 2: C1=NC(=NC(=O)N1C2C(C(C(O2)CO)O)O)N. Cell line: 786-0. Synergy scores: CSS=18.1, Synergy_ZIP=-6.83, Synergy_Bliss=-0.178, Synergy_Loewe=-5.90, Synergy_HSA=-2.26.